From a dataset of Full USPTO retrosynthesis dataset with 1.9M reactions from patents (1976-2016). Predict the reactants needed to synthesize the given product. (1) Given the product [C:3]([C:2]([C:6]1[N:7]=[CH:8][C:9]([C:43]2[S:47][C:46]([N+:48]([O-:50])=[O:49])=[C:45]([C:51]([NH2:53])=[O:52])[CH:44]=2)=[CH:10][CH:11]=1)([CH3:1])[CH3:5])#[N:4], predict the reactants needed to synthesize it. The reactants are: [CH3:1][C:2]([C:6]1[CH:11]=[CH:10][C:9](B2OC(C)(C)C(C)(C)O2)=[CH:8][N:7]=1)([CH3:5])[C:3]#[N:4].C(C(C1N=CC(B(O)O)=CC=1)(C)C)#N.FC(F)(F)C(O)=O.Br[C:43]1[S:47][C:46]([N+:48]([O-:50])=[O:49])=[C:45]([C:51]([NH2:53])=[O:52])[CH:44]=1. (2) Given the product [F:1][C:2]1[CH:7]=[C:6]([CH3:8])[CH:5]=[CH:4][C:3]=1[NH:9][C:10]1[C:19]2[C:14](=[CH:15][C:16]([O:26][CH3:27])=[C:17]([CH:20]3[CH2:25][CH2:24][N:23]([S:41]([CH3:40])(=[O:43])=[O:42])[CH2:22][CH2:21]3)[CH:18]=2)[N:13]=[N:12][C:11]=1[C:28]([NH2:30])=[O:29], predict the reactants needed to synthesize it. The reactants are: [F:1][C:2]1[CH:7]=[C:6]([CH3:8])[CH:5]=[CH:4][C:3]=1[NH:9][C:10]1[C:19]2[C:14](=[CH:15][C:16]([O:26][CH3:27])=[C:17]([CH:20]3[CH2:25][CH2:24][NH:23][CH2:22][CH2:21]3)[CH:18]=2)[N:13]=[N:12][C:11]=1[C:28]([NH2:30])=[O:29].C(N(C(C)C)C(C)C)C.[CH3:40][S:41](Cl)(=[O:43])=[O:42]. (3) Given the product [C:25]([N:23]1[C@H:22]2[C@H:21]([N:35]([C:6]([O:8][CH2:9][C:10]3[C:15]([Cl:16])=[CH:14][CH:13]=[C:12]([CH3:17])[C:11]=3[F:18])=[O:7])[CH2:34][CH2:33]2)[C@@H:20]([OH:19])[CH2:24]1)(=[O:26])[C:27]1[CH:32]=[CH:31][CH:30]=[CH:29][CH:28]=1, predict the reactants needed to synthesize it. The reactants are: N1([C:6]([O:8][CH2:9][C:10]2[C:15]([Cl:16])=[CH:14][CH:13]=[C:12]([CH3:17])[C:11]=2[F:18])=[O:7])C=CN=C1.[OH:19][C@H:20]1[CH2:24][N:23]([C:25]([C:27]2[CH:32]=[CH:31][CH:30]=[CH:29][CH:28]=2)=[O:26])[C@@H:22]2[CH2:33][CH2:34][NH:35][C@H:21]12. (4) The reactants are: [CH3:1][P:2](=[O:9])([O:6][CH2:7][CH3:8])[O:3][CH2:4][CH3:5].[Li]CCCC.[CH:15]1([S:18]([NH:21][C:22]23[CH2:29][CH2:28][C:25](C(OC)=O)([CH2:26][CH2:27]2)[CH2:24][CH2:23]3)(=[O:20])=[O:19])[CH2:17][CH2:16]1.[NH4+].[Cl-]. Given the product [CH:15]1([S:18]([NH:21][C:22]23[CH2:29][CH2:28][C:25]([CH2:1][P:2](=[O:9])([O:6][CH2:7][CH3:8])[O:3][CH2:4][CH3:5])([CH2:24][CH2:23]2)[CH2:26][CH2:27]3)(=[O:20])=[O:19])[CH2:17][CH2:16]1, predict the reactants needed to synthesize it.